Predict which catalyst facilitates the given reaction. From a dataset of Catalyst prediction with 721,799 reactions and 888 catalyst types from USPTO. Reactant: Br[C:2]1[CH:7]=[C:6]([F:8])[CH:5]=[C:4]([F:9])[CH:3]=1.[O:10]1[CH2:14][CH2:13][C:12](=[O:15])[CH2:11]1. Product: [F:9][C:4]1[CH:3]=[C:2]([C:12]2([OH:15])[CH2:13][CH2:14][O:10][CH2:11]2)[CH:7]=[C:6]([F:8])[CH:5]=1. The catalyst class is: 1.